Predict the reaction yield, written as a fraction of the theoretical maximum amount of product (1.0 means a 100% yield; for example, 0.34 means a 34% yield). From a dataset of Reaction yield outcomes from USPTO patents with 853,638 reactions. (1) The reactants are [CH:1]1([NH2:9])[CH2:8][CH2:7][CH2:6][CH2:5][CH2:4][CH2:3][CH2:2]1.Cl[C:11]1[C:12]2[CH:20]=[C:19]([F:21])[N:18]=[CH:17][C:13]=2[N:14]=[CH:15][N:16]=1.C(N(C(C)C)CC)(C)C. The catalyst is ClCCl. The product is [CH:1]1([NH:9][C:11]2[C:12]3[CH:20]=[C:19]([F:21])[N:18]=[CH:17][C:13]=3[N:14]=[CH:15][N:16]=2)[CH2:8][CH2:7][CH2:6][CH2:5][CH2:4][CH2:3][CH2:2]1. The yield is 0.270. (2) The reactants are Cl[C:2]1[CH:3]=[C:4]([C:8]2[CH:13]=[CH:12][C:11]([C:14]3[CH:19]=[CH:18][CH:17]=[CH:16][CH:15]=3)=[CH:10][CH:9]=2)[CH:5]=[CH:6][CH:7]=1.[CH3:20][C:21]1([CH3:37])[C:25]([CH3:27])([CH3:26])[O:24][B:23]([B:23]2[O:24][C:25]([CH3:27])([CH3:26])[C:21]([CH3:37])([CH3:20])[O:22]2)[O:22]1.COC1C=CC=C(OC)C=1C1C=CC=CC=1P(C1CCCCC1)C1CCCCC1.[O-]P([O-])([O-])=O.[K+].[K+].[K+]. The catalyst is O1CCOCC1.C1C=CC(/C=C/C(/C=C/C2C=CC=CC=2)=O)=CC=1.C1C=CC(/C=C/C(/C=C/C2C=CC=CC=2)=O)=CC=1.C1C=CC(/C=C/C(/C=C/C2C=CC=CC=2)=O)=CC=1.[Pd].[Pd]. The product is [C:4]1([C:8]2[CH:13]=[CH:12][C:11]([C:14]3[CH:19]=[CH:18][CH:17]=[CH:16][CH:15]=3)=[CH:10][CH:9]=2)[CH:5]=[CH:6][CH:7]=[C:2]([B:23]2[O:24][C:25]([CH3:27])([CH3:26])[C:21]([CH3:37])([CH3:20])[O:22]2)[CH:3]=1. The yield is 0.750. (3) The reactants are [CH2:1]([N:8]1[C:17]2[C:12](=[N:13][CH:14]=[C:15](Br)[CH:16]=2)[CH2:11][CH:10]([CH2:19][O:20][Si:21]([C:24]([CH3:27])([CH3:26])[CH3:25])([CH3:23])[CH3:22])[CH2:9]1)[C:2]1[CH:7]=[CH:6][CH:5]=[CH:4][CH:3]=1.[C:28](=[NH:41])([C:35]1[CH:40]=[CH:39][CH:38]=[CH:37][CH:36]=1)[C:29]1[CH:34]=[CH:33][CH:32]=[CH:31][CH:30]=1.C(=O)([O-])[O-].[Cs+].[Cs+]. The catalyst is O1CCOCC1.C(OCC)(=O)C.C1C=CC(/C=C/C(/C=C/C2C=CC=CC=2)=O)=CC=1.C1C=CC(/C=C/C(/C=C/C2C=CC=CC=2)=O)=CC=1.C1C=CC(/C=C/C(/C=C/C2C=CC=CC=2)=O)=CC=1.[Pd].[Pd].CC(C1C=C(C(C)C)C(C2C=CC=CC=2P(C2CCCCC2)C2CCCCC2)=C(C(C)C)C=1)C. The product is [CH2:1]([N:8]1[CH2:9][CH:10]([CH2:19][O:20][Si:21]([C:24]([CH3:27])([CH3:26])[CH3:25])([CH3:23])[CH3:22])[CH2:11][C:12]2[N:13]=[CH:14][C:15]([N:41]=[C:28]([C:29]3[CH:34]=[CH:33][CH:32]=[CH:31][CH:30]=3)[C:35]3[CH:40]=[CH:39][CH:38]=[CH:37][CH:36]=3)=[CH:16][C:17]1=2)[C:2]1[CH:7]=[CH:6][CH:5]=[CH:4][CH:3]=1. The yield is 0.760. (4) The reactants are [C:1](OC(=O)C)(=[O:3])[CH3:2].[Cl:8][C:9]1[C:17]2[N:16]=[C:15]3[N:18]([C:22]4[C:27]([Cl:28])=[CH:26][C:25]([Cl:29])=[CH:24][N:23]=4)[CH2:19][CH2:20][CH2:21][N:14]3[C:13]=2[C:12]([CH:30]([OH:33])[CH2:31][CH3:32])=[CH:11][CH:10]=1. The catalyst is N1C=CC=CC=1. The product is [C:1]([O:33][CH:30]([C:12]1[C:13]2[N:14]3[CH2:21][CH2:20][CH2:19][N:18]([C:22]4[C:27]([Cl:28])=[CH:26][C:25]([Cl:29])=[CH:24][N:23]=4)[C:15]3=[N:16][C:17]=2[C:9]([Cl:8])=[CH:10][CH:11]=1)[CH2:31][CH3:32])(=[O:3])[CH3:2]. The yield is 0.750. (5) The reactants are [Br:1][C:2]1[CH:3]=[C:4]2[C:9](=[CH:10][C:11]=1Cl)[N:8]=[C:7]([O:13][CH:14]([CH3:16])[CH3:15])[CH:6]=[C:5]2[C:17]([F:20])([F:19])[F:18].Cl.[NH2:22][CH2:23][CH2:24][SH:25].[H-].[Na+].[NH4+].[Cl-]. The catalyst is CN(C=O)C.O. The product is [Br:1][C:2]1[CH:3]=[C:4]2[C:9](=[CH:10][C:11]=1[S:25][CH2:24][CH2:23][NH2:22])[N:8]=[C:7]([O:13][CH:14]([CH3:16])[CH3:15])[CH:6]=[C:5]2[C:17]([F:20])([F:19])[F:18]. The yield is 0.730.